From a dataset of Catalyst prediction with 721,799 reactions and 888 catalyst types from USPTO. Predict which catalyst facilitates the given reaction. (1) Reactant: [CH3:1][O:2][C:3](=[O:37])[C@@H:4]([NH:14][C:15]([C:17]1[S:18][C:19]([C:26](=[O:36])[NH:27][CH2:28][C:29]2[CH:34]=[CH:33][CH:32]=[C:31]([OH:35])[CH:30]=2)=[CH:20][C:21]=1[C:22]([F:25])([F:24])[F:23])=[O:16])[CH2:5][NH:6]C(OC(C)(C)C)=O.[C:38]([OH:44])([C:40]([F:43])([F:42])[F:41])=[O:39]. Product: [F:41][C:40]([F:43])([F:42])[C:38]([OH:44])=[O:39].[CH3:1][O:2][C:3](=[O:37])[C@@H:4]([NH:14][C:15]([C:17]1[S:18][C:19]([C:26](=[O:36])[NH:27][CH2:28][C:29]2[CH:34]=[CH:33][CH:32]=[C:31]([OH:35])[CH:30]=2)=[CH:20][C:21]=1[C:22]([F:25])([F:23])[F:24])=[O:16])[CH2:5][NH2:6]. The catalyst class is: 2. (2) Product: [CH:1]1([C:4]2[CH:8]=[C:7]([Sn:19]([CH2:21][CH2:22][CH2:23][CH3:24])([CH2:25][CH2:26][CH2:27][CH3:28])[CH2:15][CH2:16][CH2:17][CH3:18])[S:6][N:5]=2)[CH2:3][CH2:2]1. The catalyst class is: 1. Reactant: [CH:1]1([C:4]2[CH:8]=[C:7](I)[S:6][N:5]=2)[CH2:3][CH2:2]1.C([Li])CCC.[CH2:15]([Sn:19]([CH2:25][CH2:26][CH2:27][CH3:28])([CH2:21][CH2:22][CH2:23][CH3:24])Cl)[CH2:16][CH2:17][CH3:18].C(=O)(O)[O-].[Na+].